From a dataset of hERG potassium channel inhibition data for cardiac toxicity prediction from Karim et al.. Regression/Classification. Given a drug SMILES string, predict its toxicity properties. Task type varies by dataset: regression for continuous values (e.g., LD50, hERG inhibition percentage) or binary classification for toxic/non-toxic outcomes (e.g., AMES mutagenicity, cardiotoxicity, hepatotoxicity). Dataset: herg_karim. (1) The molecule is O=C(c1ccc(O)cc1OC[C@@H](O)CN1CCC2(CC1)Cc1cc(Cl)ccc1O2)N1CC[C@H](O)C1. The result is 0 (non-blocker). (2) The molecule is CC1(C)[C@H](Nc2c(C(N)=O)cnn3cc(-c4ccccc4F)cc23)CC[C@]1(C)N. The result is 1 (blocker).